From a dataset of Forward reaction prediction with 1.9M reactions from USPTO patents (1976-2016). Predict the product of the given reaction. Given the reactants [CH3:1][C:2]1[CH:3]=[C:4]([C:8]2[NH:9][C:10](=[S:13])[NH:11][N:12]=2)[O:5][C:6]=1[CH3:7].Br.Br[CH2:16][C:17]1[CH:22]=[CH:21][CH:20]=[CH:19][N:18]=1, predict the reaction product. The product is: [CH3:1][C:2]1[CH:3]=[C:4]([C:8]2[NH:12][N:11]=[C:10]([S:13][CH2:16][C:17]3[CH:22]=[CH:21][CH:20]=[CH:19][N:18]=3)[N:9]=2)[O:5][C:6]=1[CH3:7].